Dataset: Full USPTO retrosynthesis dataset with 1.9M reactions from patents (1976-2016). Task: Predict the reactants needed to synthesize the given product. (1) Given the product [O:27]=[C:26]1[C:25]2[C:20](=[CH:21][CH:22]=[CH:23][CH:24]=2)[C:19](=[O:28])[N:18]1[CH2:17][C@@H:16]([NH:15][C:12]([C:9]1[O:10][CH:11]=[C:7]([C:6]2[N:2]([CH3:1])[N:3]=[CH:4][CH:5]=2)[CH:8]=1)=[O:14])[CH2:29][C:30]1[CH:35]=[CH:34][CH:33]=[CH:32][C:31]=1[C:36]([F:38])([F:37])[F:39], predict the reactants needed to synthesize it. The reactants are: [CH3:1][N:2]1[C:6]([C:7]2[CH:8]=[C:9]([C:12]([OH:14])=O)[O:10][CH:11]=2)=[CH:5][CH:4]=[N:3]1.[NH2:15][C@@H:16]([CH2:29][C:30]1[CH:35]=[CH:34][CH:33]=[CH:32][C:31]=1[C:36]([F:39])([F:38])[F:37])[CH2:17][N:18]1[C:26](=[O:27])[C:25]2[C:20](=[CH:21][CH:22]=[CH:23][CH:24]=2)[C:19]1=[O:28].C(N(CC)C(C)C)(C)C.F[P-](F)(F)(F)(F)F.Br[P+](N1CCCC1)(N1CCCC1)N1CCCC1. (2) Given the product [CH2:3]([O:7][C:8]1[CH:9]=[CH:10][C:11]([NH:14][C:15](=[O:37])[N:16]([C:18]2[CH:19]=[C:20]([C:24]3[CH:25]=[CH:26][C:27]([CH2:30][CH2:31][C:32]([OH:34])=[O:33])=[CH:28][CH:29]=3)[CH:21]=[CH:22][CH:23]=2)[CH3:17])=[CH:12][CH:13]=1)[CH2:4][CH2:5][CH3:6], predict the reactants needed to synthesize it. The reactants are: [OH-].[Na+].[CH2:3]([O:7][C:8]1[CH:13]=[CH:12][C:11]([NH:14][C:15](=[O:37])[N:16]([C:18]2[CH:19]=[C:20]([C:24]3[CH:29]=[CH:28][C:27]([CH2:30][CH2:31][C:32]([O:34]CC)=[O:33])=[CH:26][CH:25]=3)[CH:21]=[CH:22][CH:23]=2)[CH3:17])=[CH:10][CH:9]=1)[CH2:4][CH2:5][CH3:6]. (3) Given the product [CH3:12][S:13]([O:10][CH2:9][CH2:8][CH2:7][CH:5]1[CH2:4][O:3][C:2]([CH3:11])([CH3:1])[O:6]1)(=[O:15])=[O:14], predict the reactants needed to synthesize it. The reactants are: [CH3:1][C:2]1([CH3:11])[O:6][CH:5]([CH2:7][CH2:8][CH2:9][OH:10])[CH2:4][O:3]1.[CH3:12][S:13](Cl)(=[O:15])=[O:14]. (4) Given the product [CH3:44][N:32]([CH3:31])[CH2:33][CH:34]([NH:36][C:37]1[CH:38]=[CH:39][C:40]([NH:43][CH:2]=[C:3]2[C:11]3[C:6](=[CH:7][C:8]([C:12]([C:14]4[CH:15]=[C:16]([NH:20][C:21]([C:23]5[N:24]([CH3:29])[N:25]=[C:26]([CH3:28])[CH:27]=5)=[O:22])[CH:17]=[CH:18][CH:19]=4)=[O:13])=[CH:9][CH:10]=3)[NH:5][C:4]2=[O:30])=[CH:41][CH:42]=1)[CH3:35], predict the reactants needed to synthesize it. The reactants are: O[CH:2]=[C:3]1[C:11]2[C:6](=[CH:7][C:8]([C:12]([C:14]3[CH:15]=[C:16]([NH:20][C:21]([C:23]4[N:24]([CH3:29])[N:25]=[C:26]([CH3:28])[CH:27]=4)=[O:22])[CH:17]=[CH:18][CH:19]=3)=[O:13])=[CH:9][CH:10]=2)[NH:5][C:4]1=[O:30].[CH3:31][N:32]([CH3:44])[CH2:33][CH:34]([NH:36][C:37]1[CH:42]=[CH:41][C:40]([NH2:43])=[CH:39][CH:38]=1)[CH3:35]. (5) Given the product [O:1]1[C:5]2([CH2:16][CH2:15][CH2:14][C:7]3([CH2:11][CH2:10][CH:9]([CH2:12][O:13][S:23]([C:20]4[CH:21]=[CH:22][C:17]([CH3:27])=[CH:18][CH:19]=4)(=[O:25])=[O:24])[CH2:8]3)[CH2:6]2)[O:4][CH2:3][CH2:2]1, predict the reactants needed to synthesize it. The reactants are: [O:1]1[C:5]2([CH2:16][CH2:15][CH2:14][C:7]3([CH2:11][CH2:10][CH:9]([CH2:12][OH:13])[CH2:8]3)[CH2:6]2)[O:4][CH2:3][CH2:2]1.[C:17]1([CH3:27])[CH:22]=[CH:21][C:20]([S:23](Cl)(=[O:25])=[O:24])=[CH:19][CH:18]=1.Cl. (6) The reactants are: [C:1](=[O:22])(OC1C=CC([N+]([O-])=O)=CC=1)[O:2][CH2:3][CH2:4][N:5]1[CH2:10][CH2:9][N:8]([CH3:11])[CH2:7][CH2:6]1.CCN(C(C)C)C(C)C.[CH2:32]1[C:40]2[C:35](=[CH:36][CH:37]=[CH:38][CH:39]=2)[CH2:34][NH:33]1. Given the product [CH2:32]1[C:40]2[C:35](=[CH:36][CH:37]=[CH:38][CH:39]=2)[CH2:34][N:33]1[C:1]([O:2][CH2:3][CH2:4][N:5]1[CH2:6][CH2:7][N:8]([CH3:11])[CH2:9][CH2:10]1)=[O:22], predict the reactants needed to synthesize it. (7) Given the product [F:76][C:73]1[CH:72]=[CH:71][C:70]([C:68]2[O:69][C:64]3[C:65](=[N:66][C:61]([C:43]4[CH:44]=[C:45]([CH:49]=[CH:50][C:42]=4[CH3:41])[C:46]([OH:48])=[O:47])=[CH:62][CH:63]=3)[C:67]=2[C:77](=[O:78])[NH:79][CH3:80])=[CH:75][CH:74]=1, predict the reactants needed to synthesize it. The reactants are: C1(P(C2CCCCC2)C2C=CC=CC=2C2C(OC)=CC=C(S([O-])(=O)=O)C=2OC)CCCCC1.[Na+].C([O-])([O-])=O.[Cs+].[Cs+].[CH3:41][C:42]1[CH:50]=[CH:49][C:45]([C:46]([OH:48])=[O:47])=[CH:44][C:43]=1B1OC(C)(C)C(C)(C)O1.Br[C:61]1[N:66]=[C:65]2[C:67]([C:77]([NH:79][CH3:80])=[O:78])=[C:68]([C:70]3[CH:75]=[CH:74][C:73]([F:76])=[CH:72][CH:71]=3)[O:69][C:64]2=[CH:63][CH:62]=1. (8) Given the product [Br:1][C:2]1[CH:7]=[N:6][C:5]([O:8][C:22]2[CH:23]=[CH:24][C:19]([I:18])=[CH:20][CH:21]=2)=[N:4][CH:3]=1, predict the reactants needed to synthesize it. The reactants are: [Br:1][C:2]1[CH:3]=[N:4][C:5]([O:8]N2C3=NC=CC=C3N=N2)=[N:6][CH:7]=1.[I:18][C:19]1[CH:24]=[CH:23][C:22](B(O)O)=[CH:21][CH:20]=1.C([O-])([O-])=O.[Cs+].[Cs+].